Task: Regression. Given two drug SMILES strings and cell line genomic features, predict the synergy score measuring deviation from expected non-interaction effect.. Dataset: NCI-60 drug combinations with 297,098 pairs across 59 cell lines (1) Drug 1: C1CN1C2=NC(=NC(=N2)N3CC3)N4CC4. Cell line: MALME-3M. Synergy scores: CSS=4.93, Synergy_ZIP=3.97, Synergy_Bliss=3.69, Synergy_Loewe=1.68, Synergy_HSA=2.14. Drug 2: CC(C)CN1C=NC2=C1C3=CC=CC=C3N=C2N. (2) Drug 2: CC(C)(C#N)C1=CC(=CC(=C1)CN2C=NC=N2)C(C)(C)C#N. Drug 1: C1CCC(CC1)NC(=O)N(CCCl)N=O. Cell line: HOP-62. Synergy scores: CSS=10.1, Synergy_ZIP=-3.21, Synergy_Bliss=-0.685, Synergy_Loewe=-2.24, Synergy_HSA=-2.73. (3) Drug 1: CNC(=O)C1=CC=CC=C1SC2=CC3=C(C=C2)C(=NN3)C=CC4=CC=CC=N4. Drug 2: CN(CCCl)CCCl.Cl. Cell line: NCIH23. Synergy scores: CSS=13.8, Synergy_ZIP=-7.93, Synergy_Bliss=-2.18, Synergy_Loewe=-14.3, Synergy_HSA=-2.98. (4) Drug 1: C1CCN(CC1)CCOC2=CC=C(C=C2)C(=O)C3=C(SC4=C3C=CC(=C4)O)C5=CC=C(C=C5)O. Drug 2: CN(C)C1=NC(=NC(=N1)N(C)C)N(C)C. Cell line: SF-268. Synergy scores: CSS=-6.08, Synergy_ZIP=5.37, Synergy_Bliss=-0.342, Synergy_Loewe=-8.20, Synergy_HSA=-8.67. (5) Drug 1: CNC(=O)C1=CC=CC=C1SC2=CC3=C(C=C2)C(=NN3)C=CC4=CC=CC=N4. Drug 2: CC1=CC2C(CCC3(C2CCC3(C(=O)C)OC(=O)C)C)C4(C1=CC(=O)CC4)C. Cell line: CAKI-1. Synergy scores: CSS=2.09, Synergy_ZIP=-0.0741, Synergy_Bliss=-0.166, Synergy_Loewe=-10.4, Synergy_HSA=-4.21. (6) Drug 1: CC12CCC3C(C1CCC2OP(=O)(O)O)CCC4=C3C=CC(=C4)OC(=O)N(CCCl)CCCl.[Na+]. Drug 2: CC1C(C(CC(O1)OC2CC(CC3=C2C(=C4C(=C3O)C(=O)C5=C(C4=O)C(=CC=C5)OC)O)(C(=O)CO)O)N)O.Cl. Cell line: OVCAR-8. Synergy scores: CSS=44.4, Synergy_ZIP=5.19, Synergy_Bliss=8.45, Synergy_Loewe=-18.2, Synergy_HSA=9.14. (7) Drug 1: C1=CC(=C2C(=C1NCCNCCO)C(=O)C3=C(C=CC(=C3C2=O)O)O)NCCNCCO. Drug 2: CCC1(C2=C(COC1=O)C(=O)N3CC4=CC5=C(C=CC(=C5CN(C)C)O)N=C4C3=C2)O.Cl. Cell line: HCT-15. Synergy scores: CSS=67.2, Synergy_ZIP=-5.98, Synergy_Bliss=-4.93, Synergy_Loewe=-3.11, Synergy_HSA=-2.27.